Dataset: Reaction yield outcomes from USPTO patents with 853,638 reactions. Task: Predict the reaction yield, written as a fraction of the theoretical maximum amount of product (1.0 means a 100% yield; for example, 0.34 means a 34% yield). The reactants are Br[C:2]1[CH:3]=[C:4]([O:22][CH3:23])[CH:5]=[C:6]2[C:11]=1[N:10]=[C:9]([C:12]1[CH:17]=[CH:16][C:15]([O:18][CH3:19])=[C:14]([F:20])[CH:13]=1)[CH:8]=[C:7]2[OH:21].[C:24]([C:26]1[CH:31]=[CH:30][C:29](B(O)O)=[CH:28][CH:27]=1)#[N:25]. No catalyst specified. The product is [C:24]([C:26]1[CH:31]=[CH:30][C:29]([C:2]2[CH:3]=[C:4]([O:22][CH3:23])[CH:5]=[C:6]3[C:11]=2[N:10]=[C:9]([C:12]2[CH:17]=[CH:16][C:15]([O:18][CH3:19])=[C:14]([F:20])[CH:13]=2)[CH:8]=[C:7]3[OH:21])=[CH:28][CH:27]=1)#[N:25]. The yield is 0.560.